Dataset: Full USPTO retrosynthesis dataset with 1.9M reactions from patents (1976-2016). Task: Predict the reactants needed to synthesize the given product. (1) Given the product [Br:17][C:3]1[N:2]=[N:1][N:5]2[CH2:6][CH2:7][N:8]([C:10]([O:12][C:13]([CH3:16])([CH3:15])[CH3:14])=[O:11])[CH2:9][C:4]=12, predict the reactants needed to synthesize it. The reactants are: [N:1]1[N:5]2[CH2:6][CH2:7][N:8]([C:10]([O:12][C:13]([CH3:16])([CH3:15])[CH3:14])=[O:11])[CH2:9][C:4]2=[CH:3][N:2]=1.[Br:17]N1C(=O)CCC1=O. (2) Given the product [CH:13]1([NH:16][CH2:4][C:3]2[CH:6]=[CH:7][C:8]([N+:10]([O-:12])=[O:11])=[CH:9][C:2]=2[Cl:1])[CH2:15][CH2:14]1, predict the reactants needed to synthesize it. The reactants are: [Cl:1][C:2]1[CH:9]=[C:8]([N+:10]([O-:12])=[O:11])[CH:7]=[CH:6][C:3]=1[CH2:4]Br.[CH:13]1([NH2:16])[CH2:15][CH2:14]1. (3) Given the product [CH2:1]([O:8][C:9]1[CH:14]=[CH:13][C:12]([Cl:15])=[CH:11][C:10]=1[B:25]([OH:26])[OH:24])[C:2]1[CH:7]=[CH:6][CH:5]=[CH:4][CH:3]=1, predict the reactants needed to synthesize it. The reactants are: [CH2:1]([O:8][C:9]1[CH:14]=[CH:13][C:12]([Cl:15])=[CH:11][C:10]=1I)[C:2]1[CH:7]=[CH:6][CH:5]=[CH:4][CH:3]=1.C([Li])CCC.C([O:24][B:25](OCC)[O:26]CC)C. (4) Given the product [S:1]1[C:5]2[CH:6]=[CH:7][CH:8]=[CH:9][C:4]=2[NH:3][C:2]1=[C:10]([C:16]1[N:21]=[CH:20][CH:19]=[CH:18][N:17]=1)[C:11]#[N:12], predict the reactants needed to synthesize it. The reactants are: [S:1]1[C:5]2[CH:6]=[CH:7][CH:8]=[CH:9][C:4]=2[N:3]=[C:2]1[CH2:10][C:11]#[N:12].[H-].[Na+].Cl[C:16]1[N:21]=[CH:20][CH:19]=[CH:18][N:17]=1.Cl. (5) Given the product [CH:8]1([NH:11][C:12]([C:14]2[CH:19]=[C:18]([C:20]3[C:21]([C:29]([NH:31][C:32]4[S:33][CH:34]=[CH:35][N:36]=4)=[O:30])=[CH:22][C:23]([C:26]([N:5]4[CH2:6][CH2:7][N:2]([CH3:1])[CH2:3][CH2:4]4)=[O:28])=[CH:24][CH:25]=3)[C:17]([CH3:37])=[C:16]([F:38])[CH:15]=2)=[O:13])[CH2:10][CH2:9]1, predict the reactants needed to synthesize it. The reactants are: [CH3:1][N:2]1[CH2:7][CH2:6][NH:5][CH2:4][CH2:3]1.[CH:8]1([NH:11][C:12]([C:14]2[CH:15]=[C:16]([F:38])[C:17]([CH3:37])=[C:18]([C:20]3[CH:25]=[CH:24][C:23]([C:26]([OH:28])=O)=[CH:22][C:21]=3[C:29]([NH:31][C:32]3[S:33][CH:34]=[CH:35][N:36]=3)=[O:30])[CH:19]=2)=[O:13])[CH2:10][CH2:9]1.Cl.CN(C)CCCN=C=NCC.